From a dataset of Reaction yield outcomes from USPTO patents with 853,638 reactions. Predict the reaction yield, written as a fraction of the theoretical maximum amount of product (1.0 means a 100% yield; for example, 0.34 means a 34% yield). (1) The reactants are [CH2:1]([NH:5][C@H:6]([C:8]1[CH:13]=[CH:12][CH:11]=[CH:10][CH:9]=1)[CH3:7])[CH2:2][CH:3]=[CH2:4].C([O-])([O-])=O.[K+].[K+].[CH2:20]([O:22][C:23](=[O:26])[CH2:24]Br)[CH3:21]. The catalyst is CN(C=O)C.CCOCC. The product is [CH2:20]([O:22][C:23](=[O:26])[CH2:24][N:5]([CH2:1][CH2:2][CH:3]=[CH2:4])[C@H:6]([C:8]1[CH:9]=[CH:10][CH:11]=[CH:12][CH:13]=1)[CH3:7])[CH3:21]. The yield is 0.945. (2) The reactants are Br[C:2]1[C:3]([NH:9][C:10](=[O:13])[CH2:11]I)=[N:4][CH:5]=[C:6]([Br:8])[N:7]=1.C(N(C(C)C)CC)(C)C.[O:23]1[CH2:28][CH2:27][N:26]([CH2:29][CH2:30][NH2:31])[CH2:25][CH2:24]1.CO. The catalyst is C(#N)C.C(OCC)(=O)C. The product is [Br:8][C:6]1[N:7]=[C:2]2[N:31]([CH2:30][CH2:29][N:26]3[CH2:27][CH2:28][O:23][CH2:24][CH2:25]3)[CH2:11][C:10](=[O:13])[NH:9][C:3]2=[N:4][CH:5]=1. The yield is 0.560. (3) The reactants are [H-].[Na+].[NH2:3][C:4]1[CH:12]=[C:11]([OH:13])[CH:10]=[CH:9][C:5]=1[C:6]([NH2:8])=[O:7].[CH2:14](Br)[C:15]1[CH:20]=[CH:19][CH:18]=[CH:17][CH:16]=1. The catalyst is CN(C=O)C. The product is [NH2:3][C:4]1[CH:12]=[C:11]([O:13][CH2:14][C:15]2[CH:20]=[CH:19][CH:18]=[CH:17][CH:16]=2)[CH:10]=[CH:9][C:5]=1[C:6]([NH2:8])=[O:7]. The yield is 0.430. (4) The reactants are C1(=O)[N:5]([CH2:6][CH2:7][CH2:8][CH2:9][O:10][C:11]2[CH:16]=[C:15]([Br:17])[CH:14]=[C:13]([Br:18])[CH:12]=2)C(=O)C2=CC=CC=C12.O.NN.Cl. The catalyst is C(O)C. The product is [Br:17][C:15]1[CH:16]=[C:11]([CH:12]=[C:13]([Br:18])[CH:14]=1)[O:10][CH2:9][CH2:8][CH2:7][CH2:6][NH2:5]. The yield is 0.780. (5) The reactants are [NH:1]=[C:2]1[N:6]([C:7]2[CH:12]=[C:11]([CH3:13])[CH:10]=[CH:9][C:8]=2[CH:14]([CH3:16])[CH3:15])[C:5](=[O:17])[CH2:4][S:3]1.Cl[C:19]([O:21][C:22]1[CH:27]=[CH:26][C:25]([N+:28]([O-:30])=[O:29])=[CH:24][CH:23]=1)=[O:20].C(=O)([O-])[O-].[Cs+].[Cs+]. The catalyst is C(#N)C.ClCCl. The product is [CH:14]([C:8]1[CH:9]=[CH:10][C:11]([CH3:13])=[CH:12][C:7]=1[N:6]1[C:5](=[O:17])[CH2:4][S:3]/[C:2]/1=[N:1]\[C:19](=[O:20])[O:21][C:22]1[CH:23]=[CH:24][C:25]([N+:28]([O-:30])=[O:29])=[CH:26][CH:27]=1)([CH3:15])[CH3:16]. The yield is 0.870. (6) The catalyst is CS(C)=O. The reactants are C([O-])(=O)C.[NH4+:5].ClC(Cl)(Cl)[C:8]([NH:10][C:11]1[CH:16]=[CH:15][C:14]([C:17]([C:25]2[CH:26]=[N:27][C:28]([Cl:31])=[CH:29][CH:30]=2)([OH:24])[C:18]2[N:22]([CH3:23])[CH:21]=[N:20][CH:19]=2)=[CH:13][C:12]=1[C:32](=O)[C:33]1[CH:38]=[CH:37][CH:36]=[C:35]([Cl:39])[CH:34]=1)=[O:9]. The product is [Cl:39][C:35]1[CH:34]=[C:33]([C:32]2[C:12]3[C:11](=[CH:16][CH:15]=[C:14]([C:17]([C:25]4[CH:26]=[N:27][C:28]([Cl:31])=[CH:29][CH:30]=4)([OH:24])[C:18]4[N:22]([CH3:23])[CH:21]=[N:20][CH:19]=4)[CH:13]=3)[NH:10][C:8](=[O:9])[N:5]=2)[CH:38]=[CH:37][CH:36]=1. The yield is 0.420.